This data is from Catalyst prediction with 721,799 reactions and 888 catalyst types from USPTO. The task is: Predict which catalyst facilitates the given reaction. Reactant: [Li+].C[Si]([N-][Si](C)(C)C)(C)C.[O:11]=[C:12]1[N:16]([C:17]([O:19][C:20]([CH3:23])([CH3:22])[CH3:21])=[O:18])[C@H:15]([C:24]([O:26][CH2:27][CH3:28])=[O:25])[CH2:14][CH2:13]1.[F:29][C:30]1[CH:37]=[CH:36][C:33]([CH2:34]Br)=[CH:32][CH:31]=1. Product: [F:29][C:30]1[CH:37]=[CH:36][C:33]([CH2:34][C@H:13]2[C:12](=[O:11])[N:16]([C:17]([O:19][C:20]([CH3:23])([CH3:22])[CH3:21])=[O:18])[C@H:15]([C:24]([O:26][CH2:27][CH3:28])=[O:25])[CH2:14]2)=[CH:32][CH:31]=1. The catalyst class is: 1.